From a dataset of Forward reaction prediction with 1.9M reactions from USPTO patents (1976-2016). Predict the product of the given reaction. (1) The product is: [NH2:7][C:68](=[O:70])[CH2:67][C:62]1[CH:63]=[CH:64][CH:65]=[CH:66][C:61]=1[CH2:60][CH2:59][C:57]1[C:56]([CH3:71])=[CH:55][N:54]=[C:53]([NH:52][C:49]2[CH:50]=[CH:51][C:46]([N:43]3[CH2:44][CH2:45][N:40]([C:38]([O:37][C:33]([CH3:36])([CH3:34])[CH3:35])=[O:39])[CH2:41][CH2:42]3)=[CH:47][CH:48]=2)[N:58]=1. Given the reactants C1C=CC2N(O)N=[N:7]C=2C=1.CCN=C=NCCCN(C)C.Cl.Cl.CCN(C(C)C)C(C)C.[C:33]([O:37][C:38]([N:40]1[CH2:45][CH2:44][N:43]([C:46]2[CH:51]=[CH:50][C:49]([NH:52][C:53]3[N:58]=[C:57]([CH2:59][CH2:60][C:61]4[CH:66]=[CH:65][CH:64]=[CH:63][C:62]=4[CH2:67][C:68]([OH:70])=O)[C:56]([CH3:71])=[CH:55][N:54]=3)=[CH:48][CH:47]=2)[CH2:42][CH2:41]1)=[O:39])([CH3:36])([CH3:35])[CH3:34].C(=O)([O-])[O-].[NH4+].[NH4+], predict the reaction product. (2) Given the reactants [Cl:1][C:2]1[CH:3]=[C:4]([CH2:9][C:10]([OH:12])=O)[CH:5]=[CH:6][C:7]=1[Cl:8].C(Cl)(=O)C(Cl)=O.[NH:19]1[C:27]2[C:22](=[CH:23][C:24]([S:28]([NH2:31])(=[O:30])=[O:29])=[CH:25][CH:26]=2)[CH2:21][CH2:20]1.C([O-])([O-])=O.[K+].[K+], predict the reaction product. The product is: [Cl:1][C:2]1[CH:3]=[C:4]([CH2:9][C:10]([N:19]2[C:27]3[C:22](=[CH:23][C:24]([S:28]([NH2:31])(=[O:29])=[O:30])=[CH:25][CH:26]=3)[CH2:21][CH2:20]2)=[O:12])[CH:5]=[CH:6][C:7]=1[Cl:8]. (3) Given the reactants [CH3:1][N:2]1[C:6]([C:7]2[CH:8]=[C:9]3[C:14](=[CH:15][C:16]=2[C:17]([F:20])([F:19])[F:18])[NH:13][C:12](=[O:21])[N:11]([NH:22][S:23]([CH3:26])(=[O:25])=[O:24])[C:10]3=[O:27])=[CH:5][CH:4]=[N:3]1.[C:28](Cl)(=[O:34])[CH2:29][CH2:30][CH2:31][CH2:32][CH3:33], predict the reaction product. The product is: [C:28]([N:22]([N:11]1[C:10](=[O:27])[C:9]2[C:14](=[CH:15][C:16]([C:17]([F:19])([F:20])[F:18])=[C:7]([C:6]3[N:2]([CH3:1])[N:3]=[CH:4][CH:5]=3)[CH:8]=2)[NH:13][C:12]1=[O:21])[S:23]([CH3:26])(=[O:25])=[O:24])(=[O:34])[CH2:29][CH2:30][CH2:31][CH2:32][CH3:33].